Task: Predict which catalyst facilitates the given reaction.. Dataset: Catalyst prediction with 721,799 reactions and 888 catalyst types from USPTO (1) Reactant: [Br:1][C:2]1[CH:7]=[CH:6][C:5]([N:8]([CH2:12][C:13](=O)[CH3:14])[C:9](=O)C)=[C:4]([O:16][CH3:17])[CH:3]=1.C([O-])(=O)C.[NH4+:22].[OH-].[Na+]. Product: [Br:1][C:2]1[CH:7]=[CH:6][C:5]([N:8]2[CH:12]=[C:13]([CH3:14])[N:22]=[CH:9]2)=[C:4]([O:16][CH3:17])[CH:3]=1. The catalyst class is: 15. (2) Reactant: [CH3:1][CH:2]1[CH2:7][CH2:6][CH:5]([N:8]2[CH2:13][CH2:12][N:11]([C:14]3[CH:23]=[CH:22][C:17]([C:18]([NH:20][NH2:21])=[O:19])=[CH:16][CH:15]=3)[CH2:10][CH2:9]2)[CH2:4][CH2:3]1.N1C=CC=CC=1.[I:30][C:31]1[CH:39]=[CH:38][C:34]([C:35](Cl)=[O:36])=[CH:33][CH:32]=1.O. Product: [I:30][C:31]1[CH:39]=[CH:38][C:34]([C:35]([NH:21][NH:20][C:18](=[O:19])[C:17]2[CH:16]=[CH:15][C:14]([N:11]3[CH2:12][CH2:13][N:8]([CH:5]4[CH2:6][CH2:7][CH:2]([CH3:1])[CH2:3][CH2:4]4)[CH2:9][CH2:10]3)=[CH:23][CH:22]=2)=[O:36])=[CH:33][CH:32]=1. The catalyst class is: 1. (3) Reactant: [CH3:1][O:2][C:3]1[CH:20]=[CH:19][C:6]2[NH:7][C:8](=[O:18])[N:9]([CH:12]3[CH2:17][CH2:16][NH:15][CH2:14][CH2:13]3)[CH2:10][CH2:11][C:5]=2[CH:4]=1.Cl[C:22]1[CH:27]=[C:26]([C:28]([C:30]2[CH:40]=[C:39]([CH3:41])[C:33]3[N:34]([CH3:38])[C:35](=[O:37])[O:36][C:32]=3[CH:31]=2)=[O:29])[CH:25]=[C:24]([O:42][CH3:43])[N:23]=1. Product: [CH3:38][N:34]1[C:33]2[C:39]([CH3:41])=[CH:40][C:30]([C:28]([C:26]3[CH:25]=[C:24]([O:42][CH3:43])[N:23]=[C:22]([N:15]4[CH2:14][CH2:13][CH:12]([N:9]5[CH2:10][CH2:11][C:5]6[CH:4]=[C:3]([O:2][CH3:1])[CH:20]=[CH:19][C:6]=6[NH:7][C:8]5=[O:18])[CH2:17][CH2:16]4)[CH:27]=3)=[O:29])=[CH:31][C:32]=2[O:36][C:35]1=[O:37]. The catalyst class is: 37. (4) Reactant: C([N:4]1[CH2:25][CH2:24][C:7]2[N:8]([CH:16]=[CH:17][C:18]3[CH:23]=[CH:22][N:21]=[CH:20][CH:19]=3)[C:9]3[CH:10]=[CH:11][C:12]([CH3:15])=[CH:13][C:14]=3[C:6]=2[CH2:5]1)C=C.CN1C(=O)CC(=O)N(C)C1=O. Product: [CH3:15][C:12]1[CH:11]=[CH:10][C:9]2[N:8]([CH:16]=[CH:17][C:18]3[CH:23]=[CH:22][N:21]=[CH:20][CH:19]=3)[C:7]3[CH2:24][CH2:25][NH:4][CH2:5][C:6]=3[C:14]=2[CH:13]=1. The catalyst class is: 532. (5) The catalyst class is: 7. Reactant: Cl.[CH:2]1([CH2:8][CH2:9][NH:10][CH2:11][CH2:12][C:13]([OH:15])=[O:14])[CH2:7][CH2:6][CH2:5][CH2:4][CH2:3]1.[C:16](=O)([O:22]C(C)(C)C)[O:17][C:18]([CH3:21])([CH3:20])[CH3:19].C(N(CC)CC)C.C(O)(=O)CC(CC(O)=O)(C(O)=O)O. Product: [C:18]([O:17][C:16]([N:10]([CH2:11][CH2:12][C:13]([OH:15])=[O:14])[CH2:9][CH2:8][CH:2]1[CH2:7][CH2:6][CH2:5][CH2:4][CH2:3]1)=[O:22])([CH3:21])([CH3:20])[CH3:19]. (6) Product: [CH2:1]([N:8]([C@H:9]([C:11]1[CH:16]=[CH:15][CH:14]=[CH:13][CH:12]=1)[CH3:10])[C@@H:29]([C:26]1[CH:27]=[N:28][C:23]([CH3:22])=[CH:24][CH:25]=1)[CH2:30][C:31]([O:33][C:34]([CH3:37])([CH3:36])[CH3:35])=[O:32])[C:2]1[CH:7]=[CH:6][CH:5]=[CH:4][CH:3]=1. The catalyst class is: 1. Reactant: [CH2:1]([NH:8][C@H:9]([C:11]1[CH:16]=[CH:15][CH:14]=[CH:13][CH:12]=1)[CH3:10])[C:2]1[CH:7]=[CH:6][CH:5]=[CH:4][CH:3]=1.[Li]CCCC.[CH3:22][C:23]1[N:28]=[CH:27][C:26](/[CH:29]=[CH:30]/[C:31]([O:33][C:34]([CH3:37])([CH3:36])[CH3:35])=[O:32])=[CH:25][CH:24]=1.[NH4+].[Cl-].